From a dataset of Full USPTO retrosynthesis dataset with 1.9M reactions from patents (1976-2016). Predict the reactants needed to synthesize the given product. Given the product [CH3:30][O:29][C:11]1[CH:12]=[C:13]([CH:16]2[CH2:21][CH2:20][NH:19][CH2:18][CH2:17]2)[CH:14]=[CH:15][C:10]=1[C:8]#[N:9], predict the reactants needed to synthesize it. The reactants are: Cl.CCOC(C)=O.[C:8]([C:10]1[CH:15]=[CH:14][C:13]([CH:16]2[CH2:21][CH2:20][N:19](C(OC(C)(C)C)=O)[CH2:18][CH2:17]2)=[CH:12][C:11]=1[O:29][CH3:30])#[N:9].